This data is from Forward reaction prediction with 1.9M reactions from USPTO patents (1976-2016). The task is: Predict the product of the given reaction. (1) The product is: [S:10]1[C:11]2[CH:17]=[CH:16][CH:15]=[CH:14][C:12]=2[N:13]=[C:9]1[NH:8][C:5]1[CH:6]=[CH:7][C:2]([CH:26]([CH:25]([CH2:28][CH3:29])[CH2:23][CH3:24])[OH:27])=[CH:3][CH:4]=1. Given the reactants Br[C:2]1[CH:7]=[CH:6][C:5]([NH:8][C:9]2[S:10][C:11]3[CH:17]=[CH:16][CH:15]=[CH:14][C:12]=3[N:13]=2)=[CH:4][CH:3]=1.C([Li])CCC.[CH2:23]([CH:25]([CH2:28][CH3:29])[CH:26]=[O:27])[CH3:24].[NH4+].[Cl-], predict the reaction product. (2) Given the reactants [Cl:1][C:2]1[CH:7]=[CH:6][C:5]([CH:8]=[CH:9][N+:10]([O-])=O)=[CH:4][C:3]=1[O:13][CH3:14].[H-].[H-].[H-].[H-].[Li+].[Al+3], predict the reaction product. The product is: [Cl:1][C:2]1[CH:7]=[CH:6][C:5]([CH2:8][CH2:9][NH2:10])=[CH:4][C:3]=1[O:13][CH3:14]. (3) Given the reactants C(Cl)(Cl)Cl.[Br:5][C:6]1[CH:7]=[C:8]([CH:11]=[CH:12][C:13]=1F)[CH:9]=[O:10].C(=O)([O-])[O-].[K+].[K+].[NH:21]1[CH:25]=[CH:24][N:23]=[CH:22]1, predict the reaction product. The product is: [Br:5][C:6]1[CH:7]=[C:8]([CH:11]=[CH:12][C:13]=1[N:21]1[CH:25]=[CH:24][N:23]=[CH:22]1)[CH:9]=[O:10]. (4) Given the reactants [OH-].[Na+].CC1(C)C(C)(C)OB([C:11]2[CH:19]=[CH:18][CH:17]=[C:16]3[C:12]=2[CH:13]=[CH:14][NH:15]3)O1.Br[C:22]1[S:23][CH:24]=[CH:25][N:26]=1, predict the reaction product. The product is: [S:23]1[CH:24]=[CH:25][N:26]=[C:22]1[C:11]1[CH:19]=[CH:18][CH:17]=[C:16]2[C:12]=1[CH:13]=[CH:14][NH:15]2. (5) Given the reactants FC(F)(F)C(O)=O.[Si]([O:15][CH2:16][C:17]1([CH2:21][N:22]2[CH:31]=[C:30]([CH2:32][N:33]3[CH2:38][CH2:37][N:36](C(OC(C)(C)C)=O)[CH2:35][CH2:34]3)[C:29]3[C:24](=[CH:25][CH:26]=[C:27]([C:46]4[CH:51]=[C:50]([C:52](=[O:57])[NH:53][CH:54]5[CH2:56][CH2:55]5)[CH:49]=[C:48]([F:58])[C:47]=4[CH3:59])[CH:28]=3)[C:23]2=[O:60])[CH2:20][CH2:19][CH2:18]1)(C(C)(C)C)(C)C, predict the reaction product. The product is: [CH:54]1([NH:53][C:52](=[O:57])[C:50]2[CH:51]=[C:46]([C:27]3[CH:28]=[C:29]4[C:24](=[CH:25][CH:26]=3)[C:23](=[O:60])[N:22]([CH2:21][C:17]3([CH2:16][OH:15])[CH2:18][CH2:19][CH2:20]3)[CH:31]=[C:30]4[CH2:32][N:33]3[CH2:34][CH2:35][NH:36][CH2:37][CH2:38]3)[C:47]([CH3:59])=[C:48]([F:58])[CH:49]=2)[CH2:56][CH2:55]1.